From a dataset of Reaction yield outcomes from USPTO patents with 853,638 reactions. Predict the reaction yield, written as a fraction of the theoretical maximum amount of product (1.0 means a 100% yield; for example, 0.34 means a 34% yield). (1) The reactants are FC(F)(F)C1C=CC(CBr)=CC=1.[F:13][C:14]1[CH:21]=[CH:20][C:17]([CH2:18]Br)=[CH:16][CH:15]=1.[CH3:22][C:23]1[CH:27]=[C:26]([N:28]2[CH2:32][CH2:31][NH:30][C:29]2=[O:33])[S:25][C:24]=1[C:34]([O:36][CH2:37][CH3:38])=[O:35]. No catalyst specified. The product is [F:13][C:14]1[CH:21]=[CH:20][C:17]([CH2:18][N:30]2[CH2:31][CH2:32][N:28]([C:26]3[S:25][C:24]([C:34]([O:36][CH2:37][CH3:38])=[O:35])=[C:23]([CH3:22])[CH:27]=3)[C:29]2=[O:33])=[CH:16][CH:15]=1. The yield is 0.950. (2) The reactants are [CH2:1]1[C:9]2[C:4](=[CH:5][CH:6]=[CH:7][CH:8]=2)[CH2:3][NH:2]1.[Cl:10][C:11]1[CH:19]=[C:15]([C:16](O)=[O:17])[C:14]([OH:20])=[CH:13][CH:12]=1.C(N(C(C)C)CC)(C)C.C([O-])(O)=O.[Na+]. The catalyst is CN(C=O)C.CCOC(C)=O. The product is [Cl:10][C:11]1[CH:12]=[CH:13][C:14]([OH:20])=[C:15]([C:16]([N:2]2[CH2:3][C:4]3[C:9](=[CH:8][CH:7]=[CH:6][CH:5]=3)[CH2:1]2)=[O:17])[CH:19]=1. The yield is 0.873. (3) The reactants are Cl[C:2]1[N:10]=[C:9]([CH3:11])[N:8]=[C:7]2[C:3]=1[N:4]=[CH:5][N:6]2[CH:12]1[CH2:17][CH2:16][CH2:15][CH2:14][O:13]1.[Cl:18][C:19]1[CH:20]=[C:21](B(O)O)[C:22]([F:25])=[N:23][CH:24]=1.C([O-])(=O)C.[K+].O. The catalyst is C1COCC1. The product is [Cl:18][C:19]1[CH:20]=[C:21]([C:2]2[N:10]=[C:9]([CH3:11])[N:8]=[C:7]3[C:3]=2[N:4]=[CH:5][N:6]3[CH:12]2[CH2:17][CH2:16][CH2:15][CH2:14][O:13]2)[C:22]([F:25])=[N:23][CH:24]=1. The yield is 0.730. (4) The reactants are Br[C:2]1[C:15]2[C:16]3=[C:17]4[C:12](=[CH:13][CH:14]=2)[CH:11]=[CH:10][C:9](Br)=[C:8]4[CH:7]=[CH:6][C:5]3=[CH:4][CH:3]=1.[CH3:19][C:20]1[CH:21]=[C:22]([NH:26][C:27]2[CH:32]=[CH:31][CH:30]=[C:29]([C:33]3([C:46]4[CH:51]=[CH:50][CH:49]=[CH:48][CH:47]=4)[C:45]4[CH:44]=[CH:43][CH:42]=[CH:41][C:40]=4[C:39]4[C:34]3=[CH:35][CH:36]=[CH:37][CH:38]=4)[CH:28]=2)[CH:23]=[CH:24][CH:25]=1.[CH3:52][C:53]([CH3:56])([O-])[CH3:54].[Na+].[C:67](P([C:67]([CH3:70])([CH3:69])[CH3:68])[C:67]([CH3:70])([CH3:69])[CH3:68])([CH3:70])([CH3:69])[CH3:68]. The yield is 0.670. The catalyst is C1C=CC(/C=C/C(/C=C/C2C=CC=CC=2)=O)=CC=1.C1C=CC(/C=C/C(/C=C/C2C=CC=CC=2)=O)=CC=1.[Pd].C1(C)C=CC=CC=1.CCCCCC. The product is [CH3:19][C:20]1[CH:21]=[C:22]([N:26]([C:27]2[CH:32]=[CH:31][CH:30]=[C:29]([C:33]3([C:46]4[CH:51]=[CH:50][CH:49]=[CH:48][CH:47]=4)[C:45]4[CH:44]=[CH:43][CH:42]=[CH:41][C:40]=4[C:39]4[C:34]3=[CH:35][CH:36]=[CH:37][CH:38]=4)[CH:28]=2)[C:2]2[C:15]3=[C:16]4[C:17]5[C:12]([CH:13]=[CH:14]3)=[CH:11][CH:10]=[C:9]([N:26]([C:22]3[CH:21]=[CH:20][CH:69]=[C:67]([CH3:68])[CH:70]=3)[C:27]3[CH:28]=[CH:29][CH:54]=[C:53]([C:56]6([C:49]7[CH:48]=[CH:47][CH:46]=[CH:51][CH:50]=7)[C:41]7[CH:42]=[CH:43][CH:44]=[CH:45][C:40]=7[C:39]7[C:38]6=[CH:37][CH:36]=[CH:35][CH:34]=7)[CH:52]=3)[C:8]=5[CH:7]=[CH:6][C:5]4=[CH:4][CH:3]=2)[CH:23]=[CH:24][CH:25]=1. (5) The reactants are C(OC(=O)[N:7]([C:19]1[CH:24]=[CH:23][C:22]([CH:25](O)[C:26]2[C:34]3[C:29](=[N:30][CH:31]=[C:32]([O:35][CH2:36][CH2:37][N:38]4[CH2:43][CH2:42][O:41][CH2:40][CH2:39]4)[CH:33]=3)[NH:28][CH:27]=2)=[CH:21][N:20]=1)[CH2:8][C:9]1[CH:14]=[CH:13][C:12]([C:15]([F:18])([F:17])[F:16])=[CH:11][CH:10]=1)(C)(C)C.C([SiH](CC)CC)C.FC(F)(F)C(O)=O. The catalyst is C(#N)C. The product is [N:38]1([CH2:37][CH2:36][O:35][C:32]2[CH:33]=[C:34]3[C:26]([CH2:25][C:22]4[CH:23]=[CH:24][C:19]([NH:7][CH2:8][C:9]5[CH:10]=[CH:11][C:12]([C:15]([F:16])([F:17])[F:18])=[CH:13][CH:14]=5)=[N:20][CH:21]=4)=[CH:27][NH:28][C:29]3=[N:30][CH:31]=2)[CH2:43][CH2:42][O:41][CH2:40][CH2:39]1. The yield is 0.100. (6) The reactants are [Cl:1][C:2]1[CH:32]=[CH:31][C:5]([CH2:6][N:7]2[C:15]3[C:14](=[O:16])[NH:13][C:12](=[O:17])[N:11]([CH3:18])[C:10]=3[N:9]=[C:8]2[O:19][C:20]2[CH:25]=[CH:24][CH:23]=[C:22]([O:26][C:27]([F:30])([F:29])[F:28])[CH:21]=2)=[CH:4][CH:3]=1.[Br:33][CH2:34][CH2:35][O:36][CH2:37][CH2:38]Br.C(=O)([O-])[O-].[K+].[K+]. The catalyst is CN(C=O)C. The product is [Br:33][CH2:34][CH2:35][O:36][CH2:37][CH2:38][N:13]1[C:14](=[O:16])[C:15]2[N:7]([CH2:6][C:5]3[CH:4]=[CH:3][C:2]([Cl:1])=[CH:32][CH:31]=3)[C:8]([O:19][C:20]3[CH:25]=[CH:24][CH:23]=[C:22]([O:26][C:27]([F:30])([F:28])[F:29])[CH:21]=3)=[N:9][C:10]=2[N:11]([CH3:18])[C:12]1=[O:17]. The yield is 0.700.